Dataset: HIV replication inhibition screening data with 41,000+ compounds from the AIDS Antiviral Screen. Task: Binary Classification. Given a drug SMILES string, predict its activity (active/inactive) in a high-throughput screening assay against a specified biological target. The drug is On1ccccc1=S. The result is 0 (inactive).